Predict the reactants needed to synthesize the given product. From a dataset of Full USPTO retrosynthesis dataset with 1.9M reactions from patents (1976-2016). (1) Given the product [OH:13][C:11]1[C:10]([CH3:14])=[CH:9][C:8]([C:1](=[O:3])[CH3:2])=[C:7]([O:6][CH3:5])[CH:12]=1, predict the reactants needed to synthesize it. The reactants are: [C:1](Cl)(=[O:3])[CH3:2].[CH3:5][O:6][C:7]1[CH:8]=[CH:9][C:10]([CH3:14])=[C:11]([OH:13])[CH:12]=1. (2) Given the product [Cl:1][C:2]1[C:3]([C:27]([F:28])([F:29])[F:30])=[N:4][N:5]([CH2:8][C:9]([N:11]2[CH2:12][CH2:13][C:14]([C:20]3[CH:25]=[CH:24][C:23]([Cl:26])=[CH:22][CH:21]=3)([C:17]([N:31]3[CH2:36][CH2:35][CH2:34][CH2:33][CH2:32]3)=[O:19])[CH2:15][CH2:16]2)=[O:10])[C:6]=1[CH3:7], predict the reactants needed to synthesize it. The reactants are: [Cl:1][C:2]1[C:3]([C:27]([F:30])([F:29])[F:28])=[N:4][N:5]([CH2:8][C:9]([N:11]2[CH2:16][CH2:15][C:14]([C:20]3[CH:25]=[CH:24][C:23]([Cl:26])=[CH:22][CH:21]=3)([C:17]([OH:19])=O)[CH2:13][CH2:12]2)=[O:10])[C:6]=1[CH3:7].[NH:31]1[CH2:36][CH2:35][CH2:34][CH2:33][CH2:32]1.F[P-](F)(F)(F)(F)F.N1(O[P+](N(C)C)(N(C)C)N(C)C)C2C=CC=CC=2N=N1. (3) Given the product [N:1]([C@@H:4]1[CH2:9][CH2:8][CH2:7][CH2:6][C@@H:5]1[N:10]1[C:14]([C:15]2[CH:20]=[CH:19][CH:18]=[CH:17][CH:16]=2)=[C:13]([C:21]([OH:23])=[O:22])[N:12]=[CH:11]1)=[N+:2]=[N-:3], predict the reactants needed to synthesize it. The reactants are: [N:1]([C@@H:4]1[CH2:9][CH2:8][CH2:7][CH2:6][C@@H:5]1[N:10]1[C:14]([C:15]2[CH:20]=[CH:19][CH:18]=[CH:17][CH:16]=2)=[C:13]([C:21]([O:23]CC)=[O:22])[N:12]=[CH:11]1)=[N+:2]=[N-:3].[OH-].[K+]. (4) Given the product [CH3:12][CH2:13][O:14][C:15]([C:17]1[CH:22]([C:23]2[CH:24]=[CH:25][CH:26]=[CH:27][C:28]=2[Cl:29])[C:21]([C:30]([O:32][CH3:33])=[O:31])=[C:20]([CH3:34])[NH:19][C:18]=1[CH2:35][O:36][CH2:37][CH2:38][NH2:39])=[O:16].[C:1]1([CH3:11])[CH:2]=[CH:3][C:4]([S:7]([O-:10])(=[O:8])=[O:9])=[CH:5][CH:6]=1, predict the reactants needed to synthesize it. The reactants are: [C:1]1([CH3:11])[CH:6]=[CH:5][C:4]([S:7]([OH:10])(=[O:9])=[O:8])=[CH:3][CH:2]=1.[CH3:12][CH2:13][O:14][C:15]([C:17]1[CH:22]([C:23]2[CH:24]=[CH:25][CH:26]=[CH:27][C:28]=2[Cl:29])[C:21]([C:30]([O:32][CH3:33])=[O:31])=[C:20]([CH3:34])[NH:19][C:18]=1[CH2:35][O:36][CH2:37][CH2:38][NH2:39])=[O:16]. (5) Given the product [Cl:15][C:9]1[CH:10]=[C:11]([Cl:14])[CH:12]=[CH:13][C:8]=1[C:5]([F:7])([F:6])[CH2:4][NH2:1], predict the reactants needed to synthesize it. The reactants are: [N:1]([CH2:4][C:5]([C:8]1[CH:13]=[CH:12][C:11]([Cl:14])=[CH:10][C:9]=1[Cl:15])([F:7])[F:6])=[N+]=[N-].